Dataset: Full USPTO retrosynthesis dataset with 1.9M reactions from patents (1976-2016). Task: Predict the reactants needed to synthesize the given product. (1) Given the product [CH3:8][C:7]1[C:2]([C:2]2[CH:7]=[CH:6][CH:5]=[CH:4][N:3]=2)=[N:3][CH:4]=[CH:5][CH:6]=1, predict the reactants needed to synthesize it. The reactants are: Br[C:2]1[C:7]([CH3:8])=[CH:6][CH:5]=[CH:4][N:3]=1. (2) Given the product [CH3:1][C:2]1[N+:11]([O-:20])=[CH:10][CH:9]=[CH:8][C:3]=1[C:4]([O:6][CH3:7])=[O:5], predict the reactants needed to synthesize it. The reactants are: [CH3:1][C:2]1[N:11]=[CH:10][CH:9]=[CH:8][C:3]=1[C:4]([O:6][CH3:7])=[O:5].ClC1C=CC=C(C(OO)=[O:20])C=1.C1(C)C=CC=CC=1. (3) Given the product [OH:15][C:7]1[C:6]([OH:16])=[C:5]2[C:14]([N:1]=[CH:2][CH:3]=[CH:4]2)=[C:13]2[C:8]=1[CH:9]=[CH:10][CH:11]=[N:12]2, predict the reactants needed to synthesize it. The reactants are: [N:1]1[C:14]2[C:13]3[C:8](=[CH:9][CH:10]=[CH:11][N:12]=3)[C:7](=[O:15])[C:6](=[O:16])[C:5]=2[CH:4]=[CH:3][CH:2]=1.S1C=C[CH-]OS1. (4) Given the product [Cl:1][C:2]1[CH:14]=[CH:13][C:12]2[C:11]3[C:6](=[CH:7][C:8]([Cl:15])=[CH:9][CH:10]=3)[C:5]([CH2:5][CH:4]([CH2:12][CH3:11])[CH2:3][CH2:2][CH2:14][CH3:13])([CH2:25][CH:24]([CH2:22][CH3:23])[CH2:27][CH2:28][CH2:29][CH3:30])[C:4]=2[CH:3]=1, predict the reactants needed to synthesize it. The reactants are: [Cl:1][C:2]1[CH:14]=[CH:13][C:12]2[C:11]3[C:6](=[CH:7][C:8]([Cl:15])=[CH:9][CH:10]=3)[CH2:5][C:4]=2[CH:3]=1.CS(C)=O.[OH-].[Na+].[CH2:22]([CH:24]([CH2:27][CH2:28][CH2:29][CH3:30])[CH2:25]Br)[CH3:23]. (5) Given the product [C:9]1([C@@H:7]2[CH2:8][C@H:6]2[NH:5][CH2:15][CH:16]2[CH2:21][N:20]([CH2:22][CH2:23][CH2:24][C:25]3[CH:35]=[CH:34][C:28]([C:29]([OH:31])=[O:30])=[CH:27][CH:26]=3)[CH2:19][CH2:18][O:17]2)[CH:10]=[CH:11][CH:12]=[CH:13][CH:14]=1, predict the reactants needed to synthesize it. The reactants are: FC(F)(F)C([N:5]([CH2:15][CH:16]1[CH2:21][N:20]([CH2:22][CH2:23][CH2:24][C:25]2[CH:35]=[CH:34][C:28]([C:29]([O:31]CC)=[O:30])=[CH:27][CH:26]=2)[CH2:19][CH2:18][O:17]1)[C@@H:6]1[CH2:8][C@H:7]1[C:9]1[CH:14]=[CH:13][CH:12]=[CH:11][CH:10]=1)=O.[OH-].[Na+].